Dataset: Forward reaction prediction with 1.9M reactions from USPTO patents (1976-2016). Task: Predict the product of the given reaction. (1) The product is: [ClH:16].[CH3:1][C:2]1[C:15]2[C:5](=[CH:6][C:7]3[CH2:13][CH2:12][N:11]([CH2:17][CH2:18][CH2:19][S:20][C:21]4[N:22]([CH3:37])[C:23]([C:26]5[CH:35]=[CH:34][CH:33]=[C:32]6[C:27]=5[CH:28]=[CH:29][C:30]([CH3:36])=[N:31]6)=[N:24][N:25]=4)[CH2:10][CH2:9][C:8]=3[CH:14]=2)[O:4][N:3]=1. Given the reactants [CH3:1][C:2]1[C:15]2[C:5](=[CH:6][C:7]3[CH2:13][CH2:12][NH:11][CH2:10][CH2:9][C:8]=3[CH:14]=2)[O:4][N:3]=1.[Cl:16][CH2:17][CH2:18][CH2:19][S:20][C:21]1[N:22]([CH3:37])[C:23]([C:26]2[CH:35]=[CH:34][CH:33]=[C:32]3[C:27]=2[CH:28]=[CH:29][C:30]([CH3:36])=[N:31]3)=[N:24][N:25]=1, predict the reaction product. (2) Given the reactants [Cl:1][C:2]1[C:3]([O:12][C:13]2[CH:18]=[C:17]([OH:19])[CH:16]=[CH:15][C:14]=2/[CH:20]=[CH:21]/[C:22]([O:24][CH2:25][CH3:26])=[O:23])=[N:4][CH:5]=[C:6]([C:8]([F:11])([F:10])[F:9])[CH:7]=1.C(=O)([O-])[O-].[K+].[K+].[I-].[Na+].Cl[C:36]1[N:41]=[CH:40][CH:39]=[CH:38][N:37]=1, predict the reaction product. The product is: [Cl:1][C:2]1[C:3]([O:12][C:13]2[CH:18]=[C:17]([O:19][C:36]3[N:41]=[CH:40][CH:39]=[CH:38][N:37]=3)[CH:16]=[CH:15][C:14]=2/[CH:20]=[CH:21]/[C:22]([O:24][CH2:25][CH3:26])=[O:23])=[N:4][CH:5]=[C:6]([C:8]([F:9])([F:11])[F:10])[CH:7]=1. (3) The product is: [N+:25]([C:23]1[N:22]=[C:19]2[N:18]([CH:24]=1)[CH2:17][C@H:16]([O:15][CH2:14][C:13]([OH:28])=[O:12])[CH2:21][O:20]2)([O-:27])=[O:26]. Given the reactants FC(F)(F)C(O)=O.C([O:12][C:13](=[O:28])[CH2:14][O:15][C@@H:16]1[CH2:21][O:20][C:19]2=[N:22][C:23]([N+:25]([O-:27])=[O:26])=[CH:24][N:18]2[CH2:17]1)(C)(C)C, predict the reaction product. (4) Given the reactants [CH:1]1[C:13]2[CH:12]([CH2:14][OH:15])[C:11]3[C:6](=[CH:7][CH:8]=[CH:9][CH:10]=3)[C:5]=2[CH:4]=[CH:3][CH:2]=1.Cl[S:17]([N:20]=[C:21]=[O:22])(=[O:19])=[O:18].[CH3:23][O:24][CH:25]([O:28][CH3:29])[CH2:26][NH2:27].CN1CCOCC1.P(=O)(O)(O)O, predict the reaction product. The product is: [CH3:23][O:24][CH:25]([O:28][CH3:29])[CH2:26][NH:27][S:17]([NH:20][C:21](=[O:22])[O:15][CH2:14][CH:12]1[C:13]2[CH:1]=[CH:2][CH:3]=[CH:4][C:5]=2[C:6]2[C:11]1=[CH:10][CH:9]=[CH:8][CH:7]=2)(=[O:19])=[O:18]. (5) Given the reactants [NH2:1][C@@H:2]([C:13]([CH3:16])([CH3:15])[CH3:14])[C:3]([N:5]1[CH2:9][C@@H:8]([F:10])[CH2:7][C@H:6]1[C:11]#[N:12])=[O:4].[BrH:17].C(OC(C)C)(C)C, predict the reaction product. The product is: [OH2:4].[BrH:17].[NH2:1][C@@H:2]([C:13]([CH3:16])([CH3:15])[CH3:14])[C:3]([N:5]1[CH2:9][C@@H:8]([F:10])[CH2:7][C@H:6]1[C:11]#[N:12])=[O:4]. (6) Given the reactants CO[C:3]([C:5]1[N:6]([CH3:24])[N:7]=[C:8]([O:10][CH2:11][C:12]2[C:13]([C:18]3[CH:23]=[CH:22][CH:21]=[CH:20][CH:19]=3)=[N:14][O:15][C:16]=2[CH3:17])[CH:9]=1)=[O:4].[CH3:25][N:26]([CH3:28])[NH2:27], predict the reaction product. The product is: [CH3:25][N:26]([CH3:28])[NH:27][C:3]([C:5]1[N:6]([CH3:24])[N:7]=[C:8]([O:10][CH2:11][C:12]2[C:13]([C:18]3[CH:19]=[CH:20][CH:21]=[CH:22][CH:23]=3)=[N:14][O:15][C:16]=2[CH3:17])[CH:9]=1)=[O:4].